This data is from Full USPTO retrosynthesis dataset with 1.9M reactions from patents (1976-2016). The task is: Predict the reactants needed to synthesize the given product. (1) Given the product [CH2:26]([O:25][C:20]1[N:21]=[C:22]([O:8][CH:5]2[CH2:6][CH2:7][N:2]([CH3:1])[CH2:3][CH2:4]2)[N:23]=[C:18]([NH:17][CH2:16][C:12]2[O:11][CH:15]=[CH:14][CH:13]=2)[N:19]=1)[CH3:27], predict the reactants needed to synthesize it. The reactants are: [CH3:1][N:2]1[CH2:7][CH2:6][CH:5]([OH:8])[CH2:4][CH2:3]1.[H-].[Na+].[O:11]1[CH:15]=[CH:14][CH:13]=[C:12]1[CH2:16][NH:17][C:18]1[N:23]=[C:22](Cl)[N:21]=[C:20]([O:25][CH2:26][CH3:27])[N:19]=1.O. (2) Given the product [CH2:10]1[C:9]2([CH2:12][CH2:18][C:16](=[O:17])[CH:14]=[CH:15]2)[CH2:8][CH2:7][O:6][CH2:11]1, predict the reactants needed to synthesize it. The reactants are: S(=O)(=O)(O)O.[O:6]1[CH2:11][CH2:10][CH:9]([CH:12]=O)[CH2:8][CH2:7]1.[CH:14]([C:16]([CH3:18])=[O:17])=[CH2:15]. (3) Given the product [NH2:1][C:2]1[C:11]2[N:10]=[CH:9][C:8]([CH2:12][CH2:13][C:14]3[CH:31]=[CH:30][C:17]([O:18][CH2:19][CH2:20][CH2:21][P:22](=[O:23])([OH:26])[OH:29])=[CH:16][C:15]=3[CH3:32])=[CH:7][C:6]=2[C:5]2[CH:33]=[CH:34][C:35]([CH3:37])=[CH:36][C:4]=2[N:3]=1, predict the reactants needed to synthesize it. The reactants are: [NH2:1][C:2]1[C:11]2[N:10]=[CH:9][C:8]([CH2:12][CH2:13][C:14]3[CH:31]=[CH:30][C:17]([O:18][CH2:19][CH2:20][CH2:21][P:22](=[O:29])([O:26]CC)[O:23]CC)=[CH:16][C:15]=3[CH3:32])=[CH:7][C:6]=2[C:5]2[CH:33]=[CH:34][C:35]([CH3:37])=[CH:36][C:4]=2[N:3]=1.C(O)(C(F)(F)F)=O. (4) Given the product [Br:1][C:2]1[CH:7]=[N:6][C:5]([Cl:8])=[C:4]([CH:3]=1)[CH:9]=[O:10], predict the reactants needed to synthesize it. The reactants are: [Br:1][C:2]1[CH:3]=[C:4]([CH2:9][OH:10])[C:5]([Cl:8])=[N:6][CH:7]=1.[Cr](Cl)([O-])(=O)=O.[NH+]1C=CC=CC=1. (5) Given the product [C:31]([C:30]1[CH:33]=[C:26]([C:2]2[CH:3]=[CH:4][C:5]([C:8]([CH3:17])([CH3:16])[C:9]([NH:11][CH2:12][CH:13]([CH3:15])[CH3:14])=[O:10])=[CH:6][N:7]=2)[CH:27]=[N:28][CH:29]=1)#[N:32], predict the reactants needed to synthesize it. The reactants are: Br[C:2]1[N:7]=[CH:6][C:5]([C:8]([CH3:17])([CH3:16])[C:9]([NH:11][CH2:12][CH:13]([CH3:15])[CH3:14])=[O:10])=[CH:4][CH:3]=1.CC1(C)C(C)(C)OB([C:26]2[CH:27]=[N:28][CH:29]=[C:30]([CH:33]=2)[C:31]#[N:32])O1. (6) Given the product [C:1]([O:5][C:6](=[O:14])[NH:7][CH:8]1[CH2:13][CH2:12][N:11]([C:16]2[N:20]([CH3:21])[N:19]=[N:18][N:17]=2)[CH2:10][CH2:9]1)([CH3:4])([CH3:2])[CH3:3], predict the reactants needed to synthesize it. The reactants are: [C:1]([O:5][C:6](=[O:14])[NH:7][CH:8]1[CH2:13][CH2:12][NH:11][CH2:10][CH2:9]1)([CH3:4])([CH3:3])[CH3:2].Cl[C:16]1[N:20]([CH3:21])[N:19]=[N:18][N:17]=1.C(N(CC)CC)C.C(O)CCC. (7) Given the product [N+:1]([C:4]1[CH:9]=[CH:8][C:7]2[N:10]=[C:29]([NH:30][C:22]3[CH:21]=[CH:20][C:19]([O:18][C:15]4[CH:14]=[CH:13][N:12]=[CH:17][CH:16]=4)=[CH:24][CH:23]=3)[NH:11][C:6]=2[CH:5]=1)([O-:3])=[O:2], predict the reactants needed to synthesize it. The reactants are: [N+:1]([C:4]1[CH:9]=[CH:8][C:7]([NH2:10])=[C:6]([NH2:11])[CH:5]=1)([O-:3])=[O:2].[N:12]1[CH:17]=[CH:16][C:15]([O:18][C:19]2[CH:24]=[CH:23][C:22](SN=C=O)=[CH:21][CH:20]=2)=[CH:14][CH:13]=1.[CH3:29][N:30](C)C=O. (8) The reactants are: [C:1]1([P:7]([C:37]2[CH:42]=[CH:41][CH:40]=[CH:39][CH:38]=2)([C:9]2[CH:36]=[CH:35][CH:34]=[CH:33][C:10]=2[C:11]([C:13]2[CH:18]=[CH:17][CH:16]=[CH:15][C:14]=2P(C2C=CC=CC=2)(C2C=CC=CC=2)=O)=[O:12])=O)[CH:6]=[CH:5][CH:4]=[CH:3][CH:2]=1.C(N(CC)CC)C.Cl[SiH](Cl)Cl.[OH-].[Na+]. Given the product [C:1]1([P:7]([C:37]2[CH:42]=[CH:41][CH:40]=[CH:39][CH:38]=2)[C:9]2[CH:36]=[CH:35][CH:34]=[CH:33][C:10]=2[CH:11]([OH:12])[C:13]2[CH:18]=[CH:17][CH:16]=[CH:15][CH:14]=2)[CH:6]=[CH:5][CH:4]=[CH:3][CH:2]=1, predict the reactants needed to synthesize it. (9) Given the product [Cl:18][C:15]1[CH:16]=[CH:17][C:12]([C:9]2[CH:10]=[CH:11][C:6]([NH:5][CH2:4][C:3]3[CH:19]=[CH:20][C:21]([C:23]([F:26])([F:25])[F:24])=[CH:22][C:2]=3[C:35]3[CH:36]=[CH:37][C:38]([C:41]([NH:43][CH2:44][CH2:45][C:46]([O:48][CH2:49][CH3:50])=[O:47])=[O:42])=[N:39][CH:40]=3)=[CH:7][CH:8]=2)=[CH:13][CH:14]=1, predict the reactants needed to synthesize it. The reactants are: Br[C:2]1[CH:22]=[C:21]([C:23]([F:26])([F:25])[F:24])[CH:20]=[CH:19][C:3]=1[CH2:4][NH:5][C:6]1[CH:11]=[CH:10][C:9]([C:12]2[CH:17]=[CH:16][C:15]([Cl:18])=[CH:14][CH:13]=2)=[CH:8][CH:7]=1.CC1(C)C(C)(C)OB([C:35]2[CH:36]=[CH:37][C:38]([C:41]([NH:43][CH2:44][CH2:45][C:46]([O:48][CH2:49][CH3:50])=[O:47])=[O:42])=[N:39][CH:40]=2)O1.C([O-])([O-])=O.[K+].[K+].O.